Binary Classification. Given a drug SMILES string, predict its activity (active/inactive) in a high-throughput screening assay against a specified biological target. From a dataset of Cav3 T-type calcium channel HTS with 100,875 compounds. (1) The compound is s1c(nnc1NC(=O)COCC)COCC. The result is 0 (inactive). (2) The molecule is n1(c2c(nc1)cc(Nc1nnc(c3c1cccc3)C)cc2)C. The result is 0 (inactive). (3) The molecule is S(c1n(C2CCCCC2)c(nn1)c1ccncc1)CC(=O)Nc1cc(OC)c(NC(=O)c2occc2)cc1. The result is 0 (inactive). (4) The drug is S\1C(CC(=O)N(C1=N/c1c(OC)cccc1)CC)C(=O)Nc1ccc(cc1)C(O)=O. The result is 0 (inactive). (5) The molecule is S(=O)(=O)(NCc1occc1)c1cc2oc(=O)n(c2cc1)C. The result is 0 (inactive). (6) The compound is O=C/1N(c2ccc(OC)cc2)C(=O)NC(=O)C1=C(\NCCN1CCNCC1)C. The result is 0 (inactive). (7) The compound is S(c1n(CCCCCC)c2c(n(c(=O)[nH]c2=O)C)n1)CCOC. The result is 0 (inactive). (8) The compound is O(c1nc(Nc2ccc(C(C)C)cc2)nc(OC)n1)C. The result is 0 (inactive). (9) The compound is Clc1c(NC(=O)COc2c(OCC)cccc2)ccc(Cl)c1. The result is 0 (inactive). (10) The molecule is OC1(N(N=C(C1)C(OC)=O)C(=O)c1ccccc1)C. The result is 0 (inactive).